This data is from Reaction yield outcomes from USPTO patents with 853,638 reactions. The task is: Predict the reaction yield, written as a fraction of the theoretical maximum amount of product (1.0 means a 100% yield; for example, 0.34 means a 34% yield). (1) The yield is 0.480. The product is [Br:11][C:12]1[CH:13]=[C:14]([O:8][C:7]2[C:2]([CH3:1])=[N:3][CH:4]=[CH:5][CH:6]=2)[C:15]([C:18]#[N:19])=[N:16][CH:17]=1. The reactants are [CH3:1][C:2]1[C:7]([OH:8])=[CH:6][CH:5]=[CH:4][N:3]=1.[H-].[Na+].[Br:11][C:12]1[CH:13]=[C:14]([N+]([O-])=O)[C:15]([C:18]#[N:19])=[N:16][CH:17]=1.O. The catalyst is CN(C=O)C. (2) The reactants are [F:1][C:2]1[CH:10]=[CH:9][CH:8]=[C:7]2[C:3]=1[CH2:4][CH:5]([NH:12]C(=O)OC(C)(C)C)[CH:6]2[OH:11].C(O)(C(F)(F)F)=O. The yield is 0.640. The catalyst is C(Cl)Cl. The product is [NH2:12][CH:5]1[CH2:4][C:3]2[C:7](=[CH:8][CH:9]=[CH:10][C:2]=2[F:1])[CH:6]1[OH:11].